Dataset: Full USPTO retrosynthesis dataset with 1.9M reactions from patents (1976-2016). Task: Predict the reactants needed to synthesize the given product. (1) Given the product [N:1]1([C:5]([C:7]2[N:8]=[CH:9][C:10]([O:13][C:14]3[CH:15]=[C:16]([CH:20]=[C:21]([O:23][C@@H:24]([CH3:28])[CH2:25][O:26][CH3:27])[CH:22]=3)[C:17]([NH:36][C:33]3[CH:32]=[N:31][C:30]([CH3:29])=[CH:35][N:34]=3)=[O:19])=[N:11][CH:12]=2)=[O:6])[CH2:4][CH2:3][CH2:2]1, predict the reactants needed to synthesize it. The reactants are: [N:1]1([C:5]([C:7]2[N:8]=[CH:9][C:10]([O:13][C:14]3[CH:15]=[C:16]([CH:20]=[C:21]([O:23][C@@H:24]([CH3:28])[CH2:25][O:26][CH3:27])[CH:22]=3)[C:17]([OH:19])=O)=[N:11][CH:12]=2)=[O:6])[CH2:4][CH2:3][CH2:2]1.[CH3:29][C:30]1[N:31]=[CH:32][C:33]([NH2:36])=[N:34][CH:35]=1.CC1CCCO1.CN1CCOCC1.CCCP1(OP(CCC)(=O)OP(CCC)(=O)O1)=O. (2) Given the product [Cl:20][C:17]1[CH:18]=[CH:19][C:14]([C:12]2[S:13][C:9]3[C:7](=[O:8])[N:6]([CH2:5][C:4]4[CH:24]=[CH:25][C:26]([O:28][CH3:29])=[CH:27][C:3]=4[O:2][CH3:1])[CH:22]=[CH:21][C:10]=3[N:11]=2)=[CH:15][CH:16]=1, predict the reactants needed to synthesize it. The reactants are: [CH3:1][O:2][C:3]1[CH:27]=[C:26]([O:28][CH3:29])[CH:25]=[CH:24][C:4]=1[CH2:5][NH:6][C:7]([C:9]1[S:13][C:12]([C:14]2[CH:19]=[CH:18][C:17]([Cl:20])=[CH:16][CH:15]=2)=[N:11][C:10]=1[CH2:21][CH2:22]O)=[O:8].CCOC(C)=O.OI1(=O)C2C=CC=CC=2C(=O)O1. (3) Given the product [N+:1]([C:4]1[CH:5]=[C:6]([C:7]([N:27]2[CH2:28][CH2:29][N:24]([CH3:23])[CH2:25][CH2:26]2)=[O:9])[CH:10]=[C:11]([C:13]([F:16])([F:15])[F:14])[CH:12]=1)([O-:3])=[O:2], predict the reactants needed to synthesize it. The reactants are: [N+:1]([C:4]1[CH:5]=[C:6]([CH:10]=[C:11]([C:13]([F:16])([F:15])[F:14])[CH:12]=1)[C:7]([OH:9])=O)([O-:3])=[O:2].C(Cl)(=O)C(Cl)=O.[CH3:23][N:24]1[CH2:29][CH2:28][NH:27][CH2:26][CH2:25]1. (4) Given the product [CH2:23]([O:25][C:26]1[CH:27]=[C:28]([CH:29]=[CH:32][CH:33]=1)[CH2:34][N:20]1[C:16]2=[N:17][CH:18]=[N:19][C:14]([N:11]3[CH2:10][CH2:9][N:8]([C:6]([O:5][C:1]([CH3:4])([CH3:2])[CH3:3])=[O:7])[CH2:13][CH2:12]3)=[C:15]2[CH:22]=[N:21]1)[CH3:24], predict the reactants needed to synthesize it. The reactants are: [C:1]([O:5][C:6]([N:8]1[CH2:13][CH2:12][N:11]([C:14]2[N:19]=[CH:18][N:17]=[C:16]3[NH:20][N:21]=[CH:22][C:15]=23)[CH2:10][CH2:9]1)=[O:7])([CH3:4])([CH3:3])[CH3:2].[CH2:23]([O:25][C:26]1[CH:33]=[CH:32][C:29](CO)=[CH:28][CH:27]=1)[CH3:24].[C:34]1(P(C2C=CC=CC=2)C2C=CC=CC=2)C=CC=CC=1. (5) Given the product [CH2:36]([C:34]1[CH:33]=[CH:32][C:31]([O:44][CH3:45])=[C:30]([C:7]2([N:46]3[CH2:55][C@H:54]([OH:56])[CH2:53][C@H:47]3[C:48]([N:50]([CH3:52])[CH3:51])=[O:49])[C:6]3[C:10](=[CH:11][CH:12]=[C:4]([Cl:3])[CH:5]=3)[N:9]([S:13]([C:16]3[CH:21]=[CH:20][C:19]([O:22][CH3:23])=[CH:18][C:17]=3[O:24][C:25]([F:26])([F:27])[F:28])(=[O:15])=[O:14])[C:8]2=[O:29])[CH:35]=1)[C:37]1[CH:38]=[CH:39][CH:40]=[CH:41][CH:42]=1, predict the reactants needed to synthesize it. The reactants are: [BH4-].[Na+].[Cl:3][C:4]1[CH:5]=[C:6]2[C:10](=[CH:11][CH:12]=1)[N:9]([S:13]([C:16]1[CH:21]=[CH:20][C:19]([O:22][CH3:23])=[CH:18][C:17]=1[O:24][C:25]([F:28])([F:27])[F:26])(=[O:15])=[O:14])[C:8](=[O:29])[C:7]2([N:46]1[CH2:55][C@H:54]([OH:56])[CH2:53][C@H:47]1[C:48]([N:50]([CH3:52])[CH3:51])=[O:49])[C:30]1[CH:35]=[C:34]([CH:36](O)[C:37]2[CH:42]=[CH:41][CH:40]=[CH:39][CH:38]=2)[CH:33]=[CH:32][C:31]=1[O:44][CH3:45].[OH-].[Na+]. (6) The reactants are: C[C:2]1[CH:3]=[C:4]([C:13]2[CH:18]=[CH:17][C:16]([C:19]([F:22])([F:21])[F:20])=[CH:15][CH:14]=2)[CH:5]=[CH:6][C:7]=1[NH:8][S:9]([CH3:12])(=[O:11])=[O:10].CC1C=C(C2C=CC(C(F)(F)F)=CC=2)C=CC=1N. Given the product [F:22][C:19]([F:20])([F:21])[C:16]1[CH:15]=[CH:14][C:13]([C:4]2[CH:3]=[CH:2][C:7]([NH:8][S:9]([CH3:12])(=[O:10])=[O:11])=[CH:6][CH:5]=2)=[CH:18][CH:17]=1, predict the reactants needed to synthesize it.